This data is from Forward reaction prediction with 1.9M reactions from USPTO patents (1976-2016). The task is: Predict the product of the given reaction. (1) Given the reactants Br[CH2:2][C:3]1[CH:4]=[C:5]([C:9]2[CH:10]=[C:11]([C:21]([NH:23][CH2:24][C:25]3[C:26](=[O:33])[NH:27][C:28]([CH3:32])=[CH:29][C:30]=3[CH3:31])=[O:22])[C:12]3[CH:17]=[N:16][N:15]([CH:18]([CH3:20])[CH3:19])[C:13]=3[N:14]=2)[CH:6]=[CH:7][CH:8]=1.[CH3:34][N:35](C=O)[CH3:36].CNC.O, predict the reaction product. The product is: [CH3:31][C:30]1[CH:29]=[C:28]([CH3:32])[NH:27][C:26](=[O:33])[C:25]=1[CH2:24][NH:23][C:21]([C:11]1[C:12]2[CH:17]=[N:16][N:15]([CH:18]([CH3:19])[CH3:20])[C:13]=2[N:14]=[C:9]([C:5]2[CH:6]=[CH:7][CH:8]=[C:3]([CH2:2][N:35]([CH3:36])[CH3:34])[CH:4]=2)[CH:10]=1)=[O:22]. (2) Given the reactants [F:1][C:2]1[C:10]([O:11][C:12]2[C:21]3[C:16](=[CH:17][C:18]([O:24][CH3:25])=[C:19]([O:22][CH3:23])[CH:20]=3)[N:15]=[CH:14][N:13]=2)=[CH:9][CH:8]=[C:7]2[C:3]=1[CH:4]=[C:5]([CH3:26])[NH:6]2.N#N.[H-].[Na+].Cl[C:32]([O:34][C:35]1[CH:40]=[CH:39][C:38]([N+:41]([O-:43])=[O:42])=[CH:37][CH:36]=1)=[O:33], predict the reaction product. The product is: [CH3:23][O:22][C:19]1[CH:20]=[C:21]2[C:16](=[CH:17][C:18]=1[O:24][CH3:25])[N:15]=[CH:14][N:13]=[C:12]2[O:11][C:10]1[C:2]([F:1])=[C:3]2[C:7](=[CH:8][CH:9]=1)[N:6]([C:32]([O:34][C:35]1[CH:36]=[CH:37][C:38]([N+:41]([O-:43])=[O:42])=[CH:39][CH:40]=1)=[O:33])[C:5]([CH3:26])=[CH:4]2. (3) Given the reactants Cl[C:2]1[CH:7]=[CH:6][N:5]=[C:4]2[CH:8]=[C:9]([C:11]([N:13]3[CH2:17][CH2:16][C@@H:15]([OH:18])[CH2:14]3)=[O:12])[S:10][C:3]=12.[CH:19]1([NH:22][C:23]([C:25]2[C:26]3[CH:34]=[CH:33][C:32]([OH:35])=[CH:31][C:27]=3[S:28][C:29]=2[CH3:30])=[O:24])[CH2:21][CH2:20]1.C([O-])([O-])=O.[Cs+].[Cs+], predict the reaction product. The product is: [CH:19]1([NH:22][C:23]([C:25]2[C:26]3[CH:34]=[CH:33][C:32]([O:35][C:2]4[CH:7]=[CH:6][N:5]=[C:4]5[CH:8]=[C:9]([C:11]([N:13]6[CH2:17][CH2:16][C@@H:15]([OH:18])[CH2:14]6)=[O:12])[S:10][C:3]=45)=[CH:31][C:27]=3[S:28][C:29]=2[CH3:30])=[O:24])[CH2:21][CH2:20]1.